From a dataset of Catalyst prediction with 721,799 reactions and 888 catalyst types from USPTO. Predict which catalyst facilitates the given reaction. (1) Reactant: [Cl:1][C:2]1[CH:3]=[C:4]([NH:9][CH:10]([CH3:13])[CH2:11][OH:12])[CH:5]=[CH:6][C:7]=1[F:8].[BH3-]C#N.[Na+].[OH:18][C:19]1[CH:20]=[C:21]([CH:24]=[CH:25][CH:26]=1)[CH:22]=O. Product: [Cl:1][C:2]1[CH:3]=[C:4]([N:9]([CH2:22][C:21]2[CH:20]=[C:19]([OH:18])[CH:26]=[CH:25][CH:24]=2)[CH:10]([CH3:13])[CH2:11][OH:12])[CH:5]=[CH:6][C:7]=1[F:8]. The catalyst class is: 26. (2) Reactant: C(O[C:4]([C:6]1[NH:10][C:9]2[CH:11]=[C:12]([C:14]3[CH:19]=[CH:18][C:17]([N+:20]([O-:22])=[O:21])=[CH:16][CH:15]=3)[O:13][C:8]=2[CH:7]=1)=[O:5])C.[CH2:23]([O:25][C:26](=[O:54])[CH:27](CC)[CH2:28][CH2:29][N:30]1C(=S)N2C3C=C(C4C=CC([N+]([O-])=O)=CC=4)OC=3C=C2[C:31]1=[O:51])[CH3:24].N(CCCC(OCC)=O)=C=O.C(N(CC)CC)C.N(CCCC([O-])=O)=C=O. Product: [CH2:23]([O:25][C:26](=[O:54])[CH2:27][CH2:28][CH2:29][N:30]1[C:31](=[O:51])[N:10]2[C:9]3[CH:11]=[C:12]([C:14]4[CH:19]=[CH:18][C:17]([N+:20]([O-:22])=[O:21])=[CH:16][CH:15]=4)[O:13][C:8]=3[CH:7]=[C:6]2[C:4]1=[O:5])[CH3:24]. The catalyst class is: 175. (3) Reactant: Cl.[Cl:2][C:3]1[CH:8]=[CH:7][C:6]([CH2:9][C:10]([NH2:12])=[NH:11])=[CH:5][CH:4]=1.C([O:15][C:16](=O)[CH:17]([NH:23][C:24](=[O:32])[C:25]1[CH:30]=[CH:29][CH:28]=[C:27]([F:31])[CH:26]=1)[C:18](OCC)=[O:19])C. Product: [ClH:2].[Cl:2][C:3]1[CH:4]=[CH:5][C:6]([CH2:9][C:10]2[N:12]=[C:16]([OH:15])[C:17]([NH:23][C:24](=[O:32])[C:25]3[CH:30]=[CH:29][CH:28]=[C:27]([F:31])[CH:26]=3)=[C:18]([OH:19])[N:11]=2)=[CH:7][CH:8]=1. The catalyst class is: 8. (4) Reactant: [CH3:1][O:2][CH2:3][CH2:4][N:5]1[C:9]2[CH:10]=[CH:11][CH:12]=[CH:13][C:8]=2[N:7]=[C:6]1[CH2:14][NH:15][C:16]1[CH:21]=[CH:20][CH:19]=[CH:18][C:17]=1/[CH:22]=[CH:23]/[C:24]([O:26]C)=O.[NH2:28][OH:29].[OH-].[Na+]. Product: [OH:29][NH:28][C:24](=[O:26])/[CH:23]=[CH:22]/[C:17]1[CH:18]=[CH:19][CH:20]=[CH:21][C:16]=1[NH:15][CH2:14][C:6]1[N:5]([CH2:4][CH2:3][O:2][CH3:1])[C:9]2[CH:10]=[CH:11][CH:12]=[CH:13][C:8]=2[N:7]=1. The catalyst class is: 83. (5) Reactant: [Cl:1][C:2]1[CH:10]=[C:9]2[C:5]([C:6]([CH2:18][C:19]3[CH:24]=[CH:23][CH:22]=[C:21]([Cl:25])[CH:20]=3)([CH:12]3[CH2:17][CH2:16][NH:15][CH2:14][CH2:13]3)[C:7](=[O:11])[NH:8]2)=[CH:4][CH:3]=1.[N:26]([CH3:29])=[C:27]=[O:28]. The catalyst class is: 22. Product: [CH3:29][NH:26][C:27]([N:15]1[CH2:16][CH2:17][CH:12]([C:6]2([CH2:18][C:19]3[CH:24]=[CH:23][CH:22]=[C:21]([Cl:25])[CH:20]=3)[C:5]3[C:9](=[CH:10][C:2]([Cl:1])=[CH:3][CH:4]=3)[NH:8][C:7]2=[O:11])[CH2:13][CH2:14]1)=[O:28]. (6) Reactant: [CH:1]1([C:4]2[NH:8][C:7]3[CH:9]=[C:10]([C:17]4[C:18]([CH3:23])=[N:19][O:20][C:21]=4[CH3:22])[CH:11]=[C:12]([C:13](OC)=[O:14])[C:6]=3[N:5]=2)[CH2:3][CH2:2]1.[CH:24]1([Mg]Br)[CH2:28][CH2:27][CH2:26][CH2:25]1. Product: [CH:24]1([C:13]([CH:24]2[CH2:28][CH2:27][CH2:26][CH2:25]2)([C:12]2[C:6]3[N:5]=[C:4]([CH:1]4[CH2:2][CH2:3]4)[NH:8][C:7]=3[CH:9]=[C:10]([C:17]3[C:18]([CH3:23])=[N:19][O:20][C:21]=3[CH3:22])[CH:11]=2)[OH:14])[CH2:28][CH2:27][CH2:26][CH2:25]1. The catalyst class is: 1. (7) Reactant: C1(C)C=CC=CC=1.CB1N2CCC[C@H]2C(C2C=CC=CC=2)(C2C=CC=CC=2)O1.B.C1COCC1.[C:35]([SiH2:39][O:40][C:41]([CH3:52])([CH3:51])[C:42]1[N:47]=[C:46]([C:48](=[O:50])[CH3:49])[CH:45]=[CH:44][CH:43]=1)([CH3:38])([CH3:37])[CH3:36]. Product: [C:35]([SiH2:39][O:40][C:41]([CH3:51])([CH3:52])[C:42]1[N:47]=[C:46]([C@H:48]([OH:50])[CH3:49])[CH:45]=[CH:44][CH:43]=1)([CH3:38])([CH3:36])[CH3:37]. The catalyst class is: 1.